Dataset: Catalyst prediction with 721,799 reactions and 888 catalyst types from USPTO. Task: Predict which catalyst facilitates the given reaction. Reactant: [CH3:1][O:2][C:3]1[CH:4]=[C:5]([CH:7]=[C:8]([O:12][CH3:13])[C:9]=1[O:10][CH3:11])[NH2:6].C(N(CC)CC)C.[Cl-].ClC1N(C)CC[NH+]1C.[CH3:30][O:31][C:32]1[C:33](=[O:56])[C:34]([CH3:55])=[C:35]([CH2:41][C:42]2[CH:43]=[CH:44][C:45]([O:51][C:52](=[O:54])[CH3:53])=[C:46]([CH:50]=2)[C:47](O)=[O:48])[C:36](=[O:40])[C:37]=1[O:38][CH3:39]. Product: [CH3:30][O:31][C:32]1[C:33](=[O:56])[C:34]([CH3:55])=[C:35]([CH2:41][C:42]2[CH:43]=[CH:44][C:45]([O:51][C:52](=[O:54])[CH3:53])=[C:46]([CH:50]=2)[C:47]([NH:6][C:5]2[CH:7]=[C:8]([O:12][CH3:13])[C:9]([O:10][CH3:11])=[C:3]([O:2][CH3:1])[CH:4]=2)=[O:48])[C:36](=[O:40])[C:37]=1[O:38][CH3:39]. The catalyst class is: 2.